Task: Predict the reactants needed to synthesize the given product.. Dataset: Full USPTO retrosynthesis dataset with 1.9M reactions from patents (1976-2016) (1) Given the product [C:1]([O:5][C:6]([N:8]([C@H:9]1[CH2:10][CH2:11][C@H:12]([C:15]([O:17][CH3:18])=[O:16])[CH2:13][CH2:14]1)[CH3:21])=[O:7])([CH3:4])([CH3:3])[CH3:2], predict the reactants needed to synthesize it. The reactants are: [C:1]([O:5][C:6]([NH:8][C@H:9]1[CH2:14][CH2:13][C@H:12]([C:15]([O:17][CH3:18])=[O:16])[CH2:11][CH2:10]1)=[O:7])([CH3:4])([CH3:3])[CH3:2].[H-].[Na+].[CH3:21]I.[Cl-].[NH4+]. (2) Given the product [CH2:13]([O:5][C:4](=[O:6])[C:3]1[CH:7]=[C:8]([Br:12])[CH:9]=[C:10]([CH3:11])[C:2]=1[NH2:1])[CH3:14], predict the reactants needed to synthesize it. The reactants are: [NH2:1][C:2]1[C:10]([CH3:11])=[CH:9][C:8]([Br:12])=[CH:7][C:3]=1[C:4]([OH:6])=[O:5].[CH2:13](OC(=O)C1C=C(C(F)(F)F)C(Cl)=CC=1N)[CH3:14]. (3) Given the product [ClH:40].[ClH:40].[ClH:40].[CH3:1][C:2]1[N:6]([CH:7]2[CH2:8][C@H:9]3[N:14]([CH2:15][CH2:16][C:17]4([C:30]5[CH:35]=[CH:34][CH:33]=[CH:32][CH:31]=5)[O:22][CH2:21][CH2:20][NH:19][CH2:18]4)[C@H:12]([CH2:11][CH2:10]3)[CH2:13]2)[C:5]2[CH:36]=[CH:37][CH:38]=[CH:39][C:4]=2[N:3]=1, predict the reactants needed to synthesize it. The reactants are: [CH3:1][C:2]1[N:6]([CH:7]2[CH2:13][C@H:12]3[N:14]([CH2:15][CH2:16][C:17]4([C:30]5[CH:35]=[CH:34][CH:33]=[CH:32][CH:31]=5)[O:22][CH2:21][CH2:20][N:19](C(OC(C)(C)C)=O)[CH2:18]4)[C@H:9]([CH2:10][CH2:11]3)[CH2:8]2)[C:5]2[CH:36]=[CH:37][CH:38]=[CH:39][C:4]=2[N:3]=1.[ClH:40]. (4) Given the product [CH3:23][C:22]1[C:17]([CH3:11])=[C:18]([OH:29])[C:25]([C:19]2[C:18]([OH:29])=[C:17]([CH3:11])[C:22]([CH3:23])=[CH:21][CH:20]=2)=[CH:26][CH:21]=1, predict the reactants needed to synthesize it. The reactants are: P([O-])([O-])[O-].C(C1C=C(C)C(C)=[C:11]([C:17]2[C:18]([OH:29])=[C:19]([C:25](C)(C)[CH3:26])[CH:20]=[C:21](C)[C:22]=2[CH3:23])C=1O)(C)(C)C.